This data is from Reaction yield outcomes from USPTO patents with 853,638 reactions. The task is: Predict the reaction yield, written as a fraction of the theoretical maximum amount of product (1.0 means a 100% yield; for example, 0.34 means a 34% yield). (1) The reactants are [I:1][C:2]1[CH:3]=[C:4]([S:8]([NH2:11])(=[O:10])=[O:9])[CH:5]=[CH:6][CH:7]=1.[C:12](O[C:12]([O:14][C:15]([CH3:18])([CH3:17])[CH3:16])=[O:13])([O:14][C:15]([CH3:18])([CH3:17])[CH3:16])=[O:13].C(N(CC)CC)C.O. The catalyst is CN(C1C=CN=CC=1)C.ClCCl.CO.C(Cl)(Cl)Cl. The product is [I:1][C:2]1[CH:3]=[C:4]([S:8]([NH:11][C:12](=[O:13])[O:14][C:15]([CH3:18])([CH3:17])[CH3:16])(=[O:9])=[O:10])[CH:5]=[CH:6][CH:7]=1. The yield is 0.740. (2) The reactants are [Br:1][C:2]1[CH:3]=[C:4]([CH:7]=[CH:8][CH:9]=1)[CH2:5][NH2:6].C(N(C(C)C)CC)(C)C.Cl[C:20]1[N:25]=[C:24]([NH:26][CH2:27][C@H:28]2[CH2:33][CH2:32][C@H:31]([CH2:34][OH:35])[CH2:30][CH2:29]2)[C:23]([N+:36]([O-:38])=[O:37])=[CH:22][N:21]=1. The catalyst is ClCCl. The product is [Br:1][C:2]1[CH:3]=[C:4]([CH:7]=[CH:8][CH:9]=1)[CH2:5][NH:6][C:20]1[N:25]=[C:24]([NH:26][CH2:27][C@H:28]2[CH2:29][CH2:30][C@H:31]([CH2:34][OH:35])[CH2:32][CH2:33]2)[C:23]([N+:36]([O-:38])=[O:37])=[CH:22][N:21]=1. The yield is 0.530.